From a dataset of Forward reaction prediction with 1.9M reactions from USPTO patents (1976-2016). Predict the product of the given reaction. Given the reactants [CH:1]1([C:4]2[N:8]([CH2:9][CH3:10])[N:7]=[C:6]([NH:11][C:12]([N:14]3[C:22]4[C:17](=[CH:18][C:19]([O:23][C:24]5[CH:29]=[CH:28][N:27]=[C:26]([CH2:30][N:31](C)[C:32](=O)OC(C)(C)C)[N:25]=5)=[CH:20][CH:21]=4)[CH:16]=[CH:15]3)=[O:13])[CH:5]=2)[CH2:3][CH2:2]1.C(O)(C(F)(F)F)=O, predict the reaction product. The product is: [CH:1]1([C:4]2[N:8]([CH2:9][CH3:10])[N:7]=[C:6]([NH:11][C:12]([N:14]3[C:22]4[C:17](=[CH:18][C:19]([O:23][C:24]5[CH:29]=[CH:28][N:27]=[C:26]([CH2:30][NH:31][CH3:32])[N:25]=5)=[CH:20][CH:21]=4)[CH:16]=[CH:15]3)=[O:13])[CH:5]=2)[CH2:3][CH2:2]1.